This data is from CYP2C9 inhibition data for predicting drug metabolism from PubChem BioAssay. The task is: Regression/Classification. Given a drug SMILES string, predict its absorption, distribution, metabolism, or excretion properties. Task type varies by dataset: regression for continuous measurements (e.g., permeability, clearance, half-life) or binary classification for categorical outcomes (e.g., BBB penetration, CYP inhibition). Dataset: cyp2c9_veith. (1) The compound is COc1ccc(CNc2ncncc2-c2cccc(NS(C)(=O)=O)c2)c(OC)c1. The result is 0 (non-inhibitor). (2) The drug is O=C1O[C@@H]([C@@H](O)CO)[C@@H](O)[C@H]1O. The result is 0 (non-inhibitor).